This data is from Forward reaction prediction with 1.9M reactions from USPTO patents (1976-2016). The task is: Predict the product of the given reaction. (1) Given the reactants [CH2:1]([C:3]([C:12]1[CH:17]=[CH:16][C:15](OS(C(F)(F)F)(=O)=O)=[C:14](C)[CH:13]=1)([C:6]1[S:7][CH:8]=[C:9]([CH3:11])[CH:10]=1)[CH2:4][CH3:5])[CH3:2].C(N([CH2:32][CH3:33])CC)C.[CH3:34][OH:35].[C]=[O:37], predict the reaction product. The product is: [CH3:34][O:35][C:14](=[O:37])[C:15]1[CH:16]=[CH:17][C:12]([C:3]([CH2:4][CH3:5])([C:6]2[S:7][CH:8]=[C:9]([CH3:11])[CH:10]=2)[CH2:1][CH3:2])=[CH:13][C:32]=1[CH3:33]. (2) Given the reactants [C:1]([C:3]1[CH:8]=[CH:7][N:6]=[C:5]([C:9]([NH:11][C:12]2[CH:13]=[C:14]3[C:18](=[CH:19][CH:20]=2)[N:17]([CH3:21])[CH:16]=[C:15]3[CH:22]2[CH2:27][CH2:26][N:25](C(OC(C)(C)C)=O)[CH2:24][CH2:23]2)=[O:10])[CH:4]=1)#[N:2].Cl.C([O-])(O)=O.[Na+], predict the reaction product. The product is: [C:1]([C:3]1[CH:8]=[CH:7][N:6]=[C:5]([C:9]([NH:11][C:12]2[CH:13]=[C:14]3[C:18](=[CH:19][CH:20]=2)[N:17]([CH3:21])[CH:16]=[C:15]3[CH:22]2[CH2:27][CH2:26][NH:25][CH2:24][CH2:23]2)=[O:10])[CH:4]=1)#[N:2]. (3) The product is: [CH:29]1([NH:28][C:26](=[O:27])[C:25]2[CH:32]=[CH:33][C:34]([CH3:35])=[C:23]([N:19]3[CH:20]=[CH:21][N:22]=[C:17]([N:13]4[CH2:14][CH2:15][CH2:16][CH:12]4[C:7]4[CH:8]=[CH:9][CH:10]=[CH:11][C:6]=4[O:5][CH2:4][CH2:3][CH2:2][NH:38][CH3:37])[C:18]3=[O:36])[CH:24]=2)[CH2:31][CH2:30]1. Given the reactants Cl[CH2:2][CH2:3][CH2:4][O:5][C:6]1[CH:11]=[CH:10][CH:9]=[CH:8][C:7]=1[CH:12]1[CH2:16][CH2:15][CH2:14][N:13]1[C:17]1[C:18](=[O:36])[N:19]([C:23]2[CH:24]=[C:25]([CH:32]=[CH:33][C:34]=2[CH3:35])[C:26]([NH:28][CH:29]2[CH2:31][CH2:30]2)=[O:27])[CH:20]=[CH:21][N:22]=1.[CH3:37][NH2:38], predict the reaction product. (4) Given the reactants [CH2:1]([N:8]1[CH2:13][CH2:12][N:11]([CH:14]2[CH2:19][CH2:18][CH:17]([O:20][C:21]3[N:22]=[CH:23][N:24]=[C:25]4[C:32]=3[C:31]3[C@@H:30]([CH2:33][C:34]#[N:35])[CH2:29][CH2:28][C:27]=3[S:26]4)[CH2:16][CH2:15]2)[CH2:10][CH2:9]1)[C:2]1[CH:7]=[CH:6][CH:5]=[CH:4][CH:3]=1.[OH:36][Li].O.OO, predict the reaction product. The product is: [CH2:1]([N:8]1[CH2:9][CH2:10][N:11]([CH:14]2[CH2:19][CH2:18][CH:17]([O:20][C:21]3[N:22]=[CH:23][N:24]=[C:25]4[C:32]=3[C:31]3[C@@H:30]([CH2:33][C:34]([NH2:35])=[O:36])[CH2:29][CH2:28][C:27]=3[S:26]4)[CH2:16][CH2:15]2)[CH2:12][CH2:13]1)[C:2]1[CH:3]=[CH:4][CH:5]=[CH:6][CH:7]=1. (5) The product is: [OH:27][CH2:26][C@H:25]([NH:24][C:19](=[O:21])[C:18]1[CH:22]=[CH:23][C:15]([O:14][CH2:13][C:3]2[C:4]([C:7]3[CH:8]=[CH:9][CH:10]=[CH:11][CH:12]=3)=[N:5][O:6][C:2]=2[CH3:1])=[N:16][CH:17]=1)[CH2:28][CH3:29]. Given the reactants [CH3:1][C:2]1[O:6][N:5]=[C:4]([C:7]2[CH:12]=[CH:11][CH:10]=[CH:9][CH:8]=2)[C:3]=1[CH2:13][O:14][C:15]1[CH:23]=[CH:22][C:18]([C:19]([OH:21])=O)=[CH:17][N:16]=1.[NH2:24][C@H:25]([CH2:28][CH3:29])[CH2:26][OH:27], predict the reaction product. (6) Given the reactants Cl.[NH2:2][C@@H:3]1[CH2:8][CH2:7][C@H:6]([NH:9][C:10](=[O:27])[C:11]2[CH:16]=[C:15]([F:17])[CH:14]=[N:13][C:12]=2[O:18][C:19]2[CH:24]=[CH:23][CH:22]=[C:21]([S:25][CH3:26])[CH:20]=2)[CH2:5][CH2:4]1.C(N(CC)CC)C.[C:35](O)(=[O:38])[CH2:36][CH3:37].Cl.CN(C)CCCN=C=NCC.ON1C2C=CC=CC=2N=N1, predict the reaction product. The product is: [F:17][C:15]1[CH:14]=[N:13][C:12]([O:18][C:19]2[CH:24]=[CH:23][CH:22]=[C:21]([S:25][CH3:26])[CH:20]=2)=[C:11]([CH:16]=1)[C:10]([NH:9][C@H:6]1[CH2:7][CH2:8][C@@H:3]([NH:2][C:35](=[O:38])[CH2:36][CH3:37])[CH2:4][CH2:5]1)=[O:27]. (7) Given the reactants [N:1]1[C:11]2[NH:10][C:9]3[CH:12]=[CH:13][CH:14]=[CH:15][C:8]=3[CH2:7][CH2:6][C:5]=2[CH:4]=[CH:3][CH:2]=1.[Cl:16][CH2:17][C:18](Cl)=[O:19], predict the reaction product. The product is: [N:1]1[C:11]2[N:10]([C:18](=[O:19])[CH2:17][Cl:16])[C:9]3[CH:12]=[CH:13][CH:14]=[CH:15][C:8]=3[CH2:7][CH2:6][C:5]=2[CH:4]=[CH:3][CH:2]=1. (8) Given the reactants Cl[C:2]1[NH:3][C:4]2[CH:10]=[CH:9][CH:8]=[CH:7][C:5]=2[N:6]=1.[F:11][C:12]1[CH:17]=[CH:16][C:15]([CH:18]([C:21]2[CH:26]=[CH:25][C:24]([F:27])=[CH:23][CH:22]=2)[CH2:19][NH2:20])=[CH:14][CH:13]=1, predict the reaction product. The product is: [N:6]1[C:5]2[CH:7]=[CH:8][CH:9]=[CH:10][C:4]=2[NH:3][C:2]=1[NH:20][CH2:19][CH:18]([C:15]1[CH:16]=[CH:17][C:12]([F:11])=[CH:13][CH:14]=1)[C:21]1[CH:22]=[CH:23][C:24]([F:27])=[CH:25][CH:26]=1. (9) Given the reactants ON1C2C=CC=CC=2N=N1.[NH2:11][CH2:12][CH2:13][C:14]1[C:22]2[C:17](=[CH:18][CH:19]=[CH:20][CH:21]=2)[NH:16][CH:15]=1.CN1CCOCC1.Cl.[CH3:31][N:32]([CH3:50])[C:33]1([C:43]2[CH:48]=[CH:47][C:46]([F:49])=[CH:45][CH:44]=2)[CH2:38][CH2:37][C:36](=[CH:39][C:40](O)=[O:41])[CH2:35][CH2:34]1.C1(N=C=NC2CCCCC2)CCCCC1.[OH-].[Na+], predict the reaction product. The product is: [CH3:50][N:32]([CH3:31])[C:33]1([C:43]2[CH:44]=[CH:45][C:46]([F:49])=[CH:47][CH:48]=2)[CH2:38][CH2:37][C:36](=[CH:39][C:40]([NH:11][CH2:12][CH2:13][C:14]2[C:22]3[C:17](=[CH:18][CH:19]=[CH:20][CH:21]=3)[NH:16][CH:15]=2)=[O:41])[CH2:35][CH2:34]1. (10) Given the reactants [C:1]([NH:4][C:5]1[CH:9]=[CH:8][NH:7][C:6]=1[C:10]([O:12][CH2:13][CH3:14])=[O:11])(=[O:3])[CH3:2].[Cl:15]N1C(=O)CCC1=O.O, predict the reaction product. The product is: [C:1]([NH:4][C:5]1[CH:9]=[C:8]([Cl:15])[NH:7][C:6]=1[C:10]([O:12][CH2:13][CH3:14])=[O:11])(=[O:3])[CH3:2].